Dataset: Catalyst prediction with 721,799 reactions and 888 catalyst types from USPTO. Task: Predict which catalyst facilitates the given reaction. (1) Reactant: [CH:1]1[C:7]([NH2:8])=[N:6][C:4](=[O:5])[N:3]([C@@H:9]2[O:13][C@H:12]([CH2:14][OH:15])[C@@H:11]([OH:16])[C@@H:10]2[OH:17])[CH:2]=1.Cl[C:19]([O:21][CH2:22][C:23]1[O:24][C:25]([N+:28]([O-:30])=[O:29])=[CH:26][CH:27]=1)=[O:20].C(=O)(O)[O-].[Na+].CC(N(C)C)=O. Product: [N+:28]([C:25]1[O:24][C:23]([CH2:22][O:21][C:19]([NH:8][C:7]2[CH:1]=[CH:2][N:3]([C@@H:9]3[O:13][C@H:12]([CH2:14][OH:15])[C@@H:11]([OH:16])[C@@H:10]3[OH:17])[C:4](=[O:5])[N:6]=2)=[O:20])=[CH:27][CH:26]=1)([O-:30])=[O:29]. The catalyst class is: 5. (2) The catalyst class is: 2. Reactant: [C:1](Cl)(=[O:8])[C:2]1[CH:7]=[CH:6][CH:5]=[CH:4][CH:3]=1.C(N(CC)CC)C.[Br:17][CH:18]1[C:22](=[O:23])[N:21]([CH3:24])[N:20]=[C:19]1[C:25]([CH3:28])([CH3:27])[CH3:26]. Product: [C:1]([O:23][C:22]1[N:21]([CH3:24])[N:20]=[C:19]([C:25]([CH3:28])([CH3:27])[CH3:26])[C:18]=1[Br:17])(=[O:8])[C:2]1[CH:7]=[CH:6][CH:5]=[CH:4][CH:3]=1. (3) Reactant: [F:1][C:2]1[C:44]([C:45]([F:48])([F:47])[F:46])=[N:43][CH:42]=[CH:41][C:3]=1[C:4]([N:6]1[CH2:11][CH2:10][CH:9]([N:12]2[CH2:15][C:14]([CH2:38][C:39]#[N:40])([N:16]3[CH:20]=[C:19]([C:21]4[C:22]5[CH:29]=[CH:28][N:27](COCC[Si](C)(C)C)[C:23]=5[N:24]=[CH:25][N:26]=4)[CH:18]=[N:17]3)[CH2:13]2)[CH2:8][CH2:7]1)=[O:5].FC(F)(F)C(O)=O. Product: [F:1][C:2]1[C:44]([C:45]([F:48])([F:46])[F:47])=[N:43][CH:42]=[CH:41][C:3]=1[C:4]([N:6]1[CH2:7][CH2:8][CH:9]([N:12]2[CH2:13][C:14]([CH2:38][C:39]#[N:40])([N:16]3[CH:20]=[C:19]([C:21]4[C:22]5[CH:29]=[CH:28][NH:27][C:23]=5[N:24]=[CH:25][N:26]=4)[CH:18]=[N:17]3)[CH2:15]2)[CH2:10][CH2:11]1)=[O:5]. The catalyst class is: 2. (4) Reactant: [NH2:1][C:2]1[N:10]=[C:9]([F:11])[N:8]=[C:7]2[C:3]=1[N:4]=[C:5]([CH2:18][C:19]1[C:27]([I:28])=[CH:26][C:22]3[O:23][CH2:24][O:25][C:21]=3[CH:20]=1)[N:6]2[CH2:12][CH2:13][CH2:14][CH2:15][CH2:16][OH:17].C([O-])([O-])=O.[Ca+2].[S:34](Cl)(=[O:37])(=[O:36])[NH2:35]. Product: [NH2:1][C:2]1[N:10]=[C:9]([F:11])[N:8]=[C:7]2[C:3]=1[N:4]=[C:5]([CH2:18][C:19]1[C:27]([I:28])=[CH:26][C:22]3[O:23][CH2:24][O:25][C:21]=3[CH:20]=1)[N:6]2[CH2:12][CH2:13][CH2:14][CH2:15][CH2:16][O:17][S:34](=[O:37])(=[O:36])[NH2:35]. The catalyst class is: 3. (5) Reactant: C(OC(=O)[NH:7][C:8]1[S:9][C:10]([C:14](=[O:18])[N:15]([CH3:17])[CH3:16])=[C:11]([CH3:13])[N:12]=1)(C)(C)C.[ClH:20]. Product: [ClH:20].[CH3:16][N:15]([CH3:17])[C:14]([C:10]1[S:9][C:8]([NH2:7])=[N:12][C:11]=1[CH3:13])=[O:18]. The catalyst class is: 12. (6) Reactant: [OH:1][CH:2]([CH3:11])/[CH:3]=[C:4](\[CH3:10])/[C:5]([O:7][CH2:8][CH3:9])=[O:6].[CH2:12]([O:14][P:15](Cl)([O:17][CH2:18][CH3:19])=[O:16])[CH3:13]. Product: [CH2:12]([O:14][P:15]([O:17][CH2:18][CH3:19])([O:1][CH:2]([CH3:11])/[CH:3]=[C:4](\[CH3:10])/[C:5]([O:7][CH2:8][CH3:9])=[O:6])=[O:16])[CH3:13]. The catalyst class is: 17. (7) Reactant: [CH:1]1([C:4]2[CH:5]=[N:6][CH:7]=[C:8]([N+:17]([O-])=O)[C:9]=2[N:10]2[CH2:15][CH2:14][N:13]([CH3:16])[CH2:12][CH2:11]2)[CH2:3][CH2:2]1.[H][H]. Product: [CH:1]1([C:4]2[C:9]([N:10]3[CH2:11][CH2:12][N:13]([CH3:16])[CH2:14][CH2:15]3)=[C:8]([NH2:17])[CH:7]=[N:6][CH:5]=2)[CH2:3][CH2:2]1. The catalyst class is: 19. (8) Reactant: [C-:1]#[N:2].[K+].Cl.[C:5]([C:9]1[N:10]=[C:11]([CH2:14]Cl)[NH:12][CH:13]=1)([CH3:8])([CH3:7])[CH3:6]. Product: [C:5]([C:9]1[N:10]=[C:11]([CH2:14][C:1]#[N:2])[NH:12][CH:13]=1)([CH3:8])([CH3:7])[CH3:6]. The catalyst class is: 97.